Dataset: NCI-60 drug combinations with 297,098 pairs across 59 cell lines. Task: Regression. Given two drug SMILES strings and cell line genomic features, predict the synergy score measuring deviation from expected non-interaction effect. (1) Drug 1: CCN(CC)CCCC(C)NC1=C2C=C(C=CC2=NC3=C1C=CC(=C3)Cl)OC. Drug 2: COC1=C2C(=CC3=C1OC=C3)C=CC(=O)O2. Cell line: UO-31. Synergy scores: CSS=-3.13, Synergy_ZIP=4.76, Synergy_Bliss=3.61, Synergy_Loewe=2.84, Synergy_HSA=0.532. (2) Drug 1: C1=CC(=CC=C1C#N)C(C2=CC=C(C=C2)C#N)N3C=NC=N3. Drug 2: CC(C)(C#N)C1=CC(=CC(=C1)CN2C=NC=N2)C(C)(C)C#N. Cell line: OVCAR-8. Synergy scores: CSS=3.98, Synergy_ZIP=-1.57, Synergy_Bliss=-2.84, Synergy_Loewe=-2.43, Synergy_HSA=-3.95. (3) Drug 1: C1CCN(CC1)CCOC2=CC=C(C=C2)C(=O)C3=C(SC4=C3C=CC(=C4)O)C5=CC=C(C=C5)O. Drug 2: CC12CCC3C(C1CCC2OP(=O)(O)O)CCC4=C3C=CC(=C4)OC(=O)N(CCCl)CCCl.[Na+]. Cell line: OVCAR-4. Synergy scores: CSS=-9.27, Synergy_ZIP=3.08, Synergy_Bliss=-1.82, Synergy_Loewe=-6.60, Synergy_HSA=-6.65. (4) Drug 1: C1CC(=O)NC(=O)C1N2CC3=C(C2=O)C=CC=C3N. Drug 2: CC(C)(C#N)C1=CC(=CC(=C1)CN2C=NC=N2)C(C)(C)C#N. Cell line: NCI-H322M. Synergy scores: CSS=0.941, Synergy_ZIP=-1.47, Synergy_Bliss=-2.72, Synergy_Loewe=-1.80, Synergy_HSA=-1.81. (5) Drug 1: CCCCCOC(=O)NC1=NC(=O)N(C=C1F)C2C(C(C(O2)C)O)O. Drug 2: C(CC(=O)O)C(=O)CN.Cl. Cell line: HCT-15. Synergy scores: CSS=-2.67, Synergy_ZIP=2.42, Synergy_Bliss=2.08, Synergy_Loewe=0.492, Synergy_HSA=-2.56.